This data is from Full USPTO retrosynthesis dataset with 1.9M reactions from patents (1976-2016). The task is: Predict the reactants needed to synthesize the given product. (1) Given the product [Cl:1][C:2]1[C:9]([NH:10][C:11]2[N:15]([CH3:16])[C:14]3[CH:17]=[C:18]([N:22]4[CH2:27][CH2:26][CH:25]([C:28]([F:30])([F:29])[F:31])[CH2:24][CH2:23]4)[C:19]([Cl:21])=[CH:20][C:13]=3[N:12]=2)=[CH:8][C:5]([CH2:6][NH:7][C:38]([C:35]2([C:34]([F:42])([F:41])[F:33])[CH2:37][CH2:36]2)=[O:39])=[C:4]([F:32])[CH:3]=1, predict the reactants needed to synthesize it. The reactants are: [Cl:1][C:2]1[C:9]([NH:10][C:11]2[N:15]([CH3:16])[C:14]3[CH:17]=[C:18]([N:22]4[CH2:27][CH2:26][CH:25]([C:28]([F:31])([F:30])[F:29])[CH2:24][CH2:23]4)[C:19]([Cl:21])=[CH:20][C:13]=3[N:12]=2)=[CH:8][C:5]([CH2:6][NH2:7])=[C:4]([F:32])[CH:3]=1.[F:33][C:34]([F:42])([F:41])[C:35]1([C:38](O)=[O:39])[CH2:37][CH2:36]1.CN(C(ON1N=NC2C=CC=CC1=2)=[N+](C)C)C.F[P-](F)(F)(F)(F)F. (2) Given the product [Cl:1][C:2]1[C:11]2[C:6](=[CH:7][CH:8]=[CH:9][CH:10]=2)[CH:5]=[CH:4][C:3]=1[CH2:12][CH2:13][CH2:14][NH:15][CH2:21][C:17]1[O:16][CH:20]=[CH:19][CH:18]=1, predict the reactants needed to synthesize it. The reactants are: [Cl:1][C:2]1[C:11]2[C:6](=[CH:7][CH:8]=[CH:9][CH:10]=2)[CH:5]=[CH:4][C:3]=1[CH2:12][CH2:13][CH2:14][NH2:15].[O:16]1[CH:20]=[CH:19][CH:18]=[C:17]1[CH:21]=O. (3) The reactants are: COCOC1C=C([C@@H](N2CC[C@H](OCOC)C2)CO)C=CC=1.[CH3:23][O:24][CH2:25][O:26][C:27]1[CH:28]=[C:29]([C@H:33](O)[CH2:34][N:35]2[CH2:39][CH2:38][C@H:37]([O:40][CH2:41][O:42][CH3:43])[CH2:36]2)[CH:30]=[CH:31][CH:32]=1.[CH3:45][NH:46][C:47]1[CH:56]=[CH:55][C:50]([C:51]([O:53][CH3:54])=[O:52])=[CH:49][CH:48]=1. Given the product [CH3:23][O:24][CH2:25][O:26][C:27]1[CH:28]=[C:29]([C@H:33]([N:46]([C:47]2[CH:56]=[CH:55][C:50]([C:51]([O:53][CH3:54])=[O:52])=[CH:49][CH:48]=2)[CH3:45])[CH2:34][N:35]2[CH2:39][CH2:38][C@H:37]([O:40][CH2:41][O:42][CH3:43])[CH2:36]2)[CH:30]=[CH:31][CH:32]=1, predict the reactants needed to synthesize it. (4) The reactants are: [NH:1]1[C:7]2[CH:8]=[CH:9][CH:10]=[CH:11][C:6]=2[CH:5]=[CH:4][CH:3]=[N:2]1.C([CH:15]([CH:19](CC=C)[C:20]([NH2:22])=[O:21])[C:16]([NH2:18])=[O:17])C=C.CCN(C(C)C)C(C)C. Given the product [NH:1]1[C:7]2[CH:8]=[CH:9][CH:10]=[CH:11][C:6]=2[CH:5]=[CH:4][C:3]([CH:19]([C:20]([NH2:22])=[O:21])[CH2:15][C:16]([NH2:18])=[O:17])=[N:2]1, predict the reactants needed to synthesize it.